Dataset: Full USPTO retrosynthesis dataset with 1.9M reactions from patents (1976-2016). Task: Predict the reactants needed to synthesize the given product. (1) Given the product [CH3:30][O:29][C:24]1[CH:25]=[CH:26][CH:27]=[CH:28][C:23]=1[NH:22][C:20](=[O:21])[NH:19][C:15]1[CH:14]=[C:13]([N:10]2[C:11](=[O:12])[C:6]([CH2:5][CH2:4][C:1]([N:60]3[CH2:61][CH2:62][N:57]([CH3:56])[CH2:58][CH2:59]3)=[O:3])=[N:7][C:8]3[CH:34]=[CH:33][CH:32]=[N:31][C:9]2=3)[CH:18]=[CH:17][CH:16]=1, predict the reactants needed to synthesize it. The reactants are: [C:1]([CH2:4][CH2:5][C:6]1[C:11](=[O:12])[N:10]([C:13]2[CH:18]=[CH:17][CH:16]=[C:15]([NH:19][C:20]([NH:22][C:23]3[CH:28]=[CH:27][CH:26]=[CH:25][C:24]=3[O:29][CH3:30])=[O:21])[CH:14]=2)[C:9]2[N:31]=[CH:32][CH:33]=[CH:34][C:8]=2[N:7]=1)([OH:3])=O.ON1C2C=CC=CC=2N=N1.C(N=C=NCCCN(C)C)C.[CH3:56][N:57]1[CH2:62][CH2:61][NH:60][CH2:59][CH2:58]1. (2) The reactants are: [NH:1]1[CH2:6][CH2:5][O:4][CH2:3][CH2:2]1.[C:7]([NH:11][C:12]([C:14]1[S:47][C:17]2[N:18]=[C:19]([C:41]3[CH:46]=[CH:45][CH:44]=[CH:43][CH:42]=3)[N:20]=[C:21]([C:22]3[CH:27]=[CH:26][CH:25]=[C:24]([NH:28][C:29](OC4C=CC([N+]([O-])=O)=CC=4)=[O:30])[CH:23]=3)[C:16]=2[C:15]=1[NH2:48])=[O:13])([CH3:10])([CH3:9])[CH3:8]. Given the product [C:7]([NH:11][C:12]([C:14]1[S:47][C:17]2[N:18]=[C:19]([C:41]3[CH:42]=[CH:43][CH:44]=[CH:45][CH:46]=3)[N:20]=[C:21]([C:22]3[CH:27]=[CH:26][CH:25]=[C:24]([NH:28][C:29]([N:1]4[CH2:6][CH2:5][O:4][CH2:3][CH2:2]4)=[O:30])[CH:23]=3)[C:16]=2[C:15]=1[NH2:48])=[O:13])([CH3:10])([CH3:8])[CH3:9], predict the reactants needed to synthesize it. (3) Given the product [NH2:15][C:4]1[N:3]=[C:2]([NH:21][CH2:16][CH2:17][CH2:18][CH2:19][CH3:20])[C:7]([CH2:8][CH2:9][CH2:10][CH2:11][CH2:12][CH3:13])=[C:6]([CH3:14])[N:5]=1, predict the reactants needed to synthesize it. The reactants are: Cl[C:2]1[C:7]([CH2:8][CH2:9][CH2:10][CH2:11][CH2:12][CH3:13])=[C:6]([CH3:14])[N:5]=[C:4]([NH2:15])[N:3]=1.[CH2:16]([NH2:21])[CH2:17][CH2:18][CH2:19][CH3:20]. (4) Given the product [NH2:2][CH2:1][CH2:3][C:4]1[CH:5]=[CH:6][C:7]([O:8][C:9]([CH3:18])([CH3:17])[C:10]([O:12][C:13]([CH3:14])([CH3:16])[CH3:15])=[O:11])=[CH:19][CH:20]=1, predict the reactants needed to synthesize it. The reactants are: [C:1]([CH2:3][C:4]1[CH:20]=[CH:19][C:7]([O:8][C:9]([CH3:18])([CH3:17])[C:10]([O:12][C:13]([CH3:16])([CH3:15])[CH3:14])=[O:11])=[CH:6][CH:5]=1)#[N:2].Cl.C(=O)([O-])[O-].[Na+].[Na+]. (5) Given the product [N+:1]([C:4]1[CH:8]=[N:7][N:6]2[C:14]([C:16]3[CH:17]=[C:18]([N:22]([CH2:34][CH2:35][CH3:36])[S:23]([C:26]4[CH:27]=[CH:28][C:29]([O:32][CH3:33])=[CH:30][CH:31]=4)(=[O:25])=[O:24])[CH:19]=[CH:20][CH:21]=3)=[CH:13][CH:12]=[N:9][C:5]=12)([O-:3])=[O:2], predict the reactants needed to synthesize it. The reactants are: [N+:1]([C:4]1[CH:8]=[N:7][NH:6][C:5]=1[NH2:9])([O-:3])=[O:2].CN(C)[CH:12]=[CH:13][C:14]([C:16]1[CH:17]=[C:18]([N:22]([CH2:34][CH2:35][CH3:36])[S:23]([C:26]2[CH:31]=[CH:30][C:29]([O:32][CH3:33])=[CH:28][CH:27]=2)(=[O:25])=[O:24])[CH:19]=[CH:20][CH:21]=1)=O.C(OCC)(=O)C. (6) Given the product [Cl:1][C:2]1[CH:7]=[N:6][C:5]2[CH:19]=[CH:18][C:13]3=[N:14][CH:15]=[CH:16][CH:17]=[C:12]3[C:10](=[O:11])[C:4]=2[CH:3]=1, predict the reactants needed to synthesize it. The reactants are: [Cl:1][C:2]1[CH:3]=[C:4]([C:10]([C:12]2[C:13]([CH:18]=[CH2:19])=[N:14][CH:15]=[CH:16][CH:17]=2)=[O:11])[C:5](C=C)=[N:6][CH:7]=1. (7) Given the product [OH:30][CH2:29][C:23]1([CH3:22])[CH2:28][CH2:27][N:26]([CH2:1][C:3]2[CH:20]=[CH:19][C:6]([O:7][CH:8]3[CH2:11][N:10]([C:12]([O:14][C:15]([CH3:18])([CH3:17])[CH3:16])=[O:13])[CH2:9]3)=[CH:5][C:4]=2[CH3:21])[CH2:25][CH2:24]1, predict the reactants needed to synthesize it. The reactants are: [CH:1]([C:3]1[CH:20]=[CH:19][C:6]([O:7][CH:8]2[CH2:11][N:10]([C:12]([O:14][C:15]([CH3:18])([CH3:17])[CH3:16])=[O:13])[CH2:9]2)=[CH:5][C:4]=1[CH3:21])=O.[CH3:22][C:23]1([CH2:29][OH:30])[CH2:28][CH2:27][NH:26][CH2:25][CH2:24]1.CCN(C(C)C)C(C)C.C(O[BH-](OC(=O)C)OC(=O)C)(=O)C.[Na+]. (8) Given the product [Br:23][C:16]1[CH:17]=[CH:18][C:9]([NH:8][C:6]2[C:5]([C:19]([F:22])([F:20])[F:21])=[CH:4][N:3]=[C:2]([Cl:1])[N:7]=2)=[C:10]([CH:15]=1)[C:11]([NH:13][CH3:14])=[O:12], predict the reactants needed to synthesize it. The reactants are: [Cl:1][C:2]1[N:7]=[C:6]([NH:8][C:9]2[CH:18]=[CH:17][CH:16]=[CH:15][C:10]=2[C:11]([NH:13][CH3:14])=[O:12])[C:5]([C:19]([F:22])([F:21])[F:20])=[CH:4][N:3]=1.[Br:23]N1C(=O)CCC1=O.O. (9) Given the product [F:17][C:14]1[CH:15]=[CH:16][C:11]2[N:12]([C:8]([C:6]3[N:5]=[C:4]([NH:18][C@@H:19]4[CH2:24][CH2:23][CH2:22][N:21]([C:25]([O:27][C:28]([CH3:31])([CH3:30])[CH3:29])=[O:26])[CH2:20]4)[CH:3]=[C:2]([N:32]4[CH2:37][CH2:36][O:35][CH2:34][CH2:33]4)[N:7]=3)=[CH:9][N:10]=2)[CH:13]=1, predict the reactants needed to synthesize it. The reactants are: Cl[C:2]1[N:7]=[C:6]([C:8]2[N:12]3[CH:13]=[C:14]([F:17])[CH:15]=[CH:16][C:11]3=[N:10][CH:9]=2)[N:5]=[C:4]([NH:18][C@@H:19]2[CH2:24][CH2:23][CH2:22][N:21]([C:25]([O:27][C:28]([CH3:31])([CH3:30])[CH3:29])=[O:26])[CH2:20]2)[CH:3]=1.[NH:32]1[CH2:37][CH2:36][O:35][CH2:34][CH2:33]1.C(OC(N1CCC[C@@H](NC2N=C(C3N4C=C(F)C=CC4=NC=3)N=C(N3CCN(C(OCC4C=CC=CC=4)=O)CC3)C=2)C1)=O)(C)(C)C.